This data is from Forward reaction prediction with 1.9M reactions from USPTO patents (1976-2016). The task is: Predict the product of the given reaction. (1) Given the reactants C[O:2][C:3](=[O:42])[C:4]1[CH:9]=[C:8]([CH2:10][C:11]([N:13]2[CH2:18][CH2:17][O:16][CH2:15][CH2:14]2)=[O:12])[C:7]([C:19]2[CH:20]=[C:21]3[C:26](=[CH:27][CH:28]=2)[N:25]=[C:24]([C:29]2[S:33][C:32]([CH3:34])=[N:31][C:30]=2[CH3:35])[CH:23]=[CH:22]3)=[C:6]([CH:36]2[CH2:41][CH2:40][CH2:39][CH2:38][CH2:37]2)[CH:5]=1.[OH-].[Na+].Cl, predict the reaction product. The product is: [CH:36]1([C:6]2[CH:5]=[C:4]([CH:9]=[C:8]([CH2:10][C:11]([N:13]3[CH2:14][CH2:15][O:16][CH2:17][CH2:18]3)=[O:12])[C:7]=2[C:19]2[CH:20]=[C:21]3[C:26](=[CH:27][CH:28]=2)[N:25]=[C:24]([C:29]2[S:33][C:32]([CH3:34])=[N:31][C:30]=2[CH3:35])[CH:23]=[CH:22]3)[C:3]([OH:42])=[O:2])[CH2:41][CH2:40][CH2:39][CH2:38][CH2:37]1. (2) Given the reactants [C:1]([C:5]1[O:9][N:8]=[C:7]([NH:10][C:11](=[O:19])OC2C=CC=CC=2)[CH:6]=1)([CH3:4])([CH3:3])[CH3:2].[Cl:20][C:21]1[N:26]=[CH:25][C:24]([C:27]#[C:28][C:29]2[CH:30]=[C:31]([NH2:35])[CH:32]=[CH:33][CH:34]=2)=[CH:23][N:22]=1.C(N(CC)CC)C, predict the reaction product. The product is: [C:1]([C:5]1[O:9][N:8]=[C:7]([NH:10][C:11]([NH:35][C:31]2[CH:32]=[CH:33][CH:34]=[C:29]([C:28]#[C:27][C:24]3[CH:23]=[N:22][C:21]([Cl:20])=[N:26][CH:25]=3)[CH:30]=2)=[O:19])[CH:6]=1)([CH3:2])([CH3:3])[CH3:4]. (3) Given the reactants C[O:2][C:3](=[O:33])[CH2:4][O:5][C:6]1[CH:11]=[CH:10][C:9]([S:12][CH2:13][C:14]2[CH:19]=[CH:18][C:17]([O:20][CH2:21][C:22]3[CH:27]=[CH:26][C:25]([C:28]([CH3:31])([CH3:30])[CH3:29])=[CH:24][CH:23]=3)=[CH:16][CH:15]=2)=[CH:8][C:7]=1[CH3:32].[K+].[Br-], predict the reaction product. The product is: [C:28]([C:25]1[CH:26]=[CH:27][C:22]([CH2:21][O:20][C:17]2[CH:18]=[CH:19][C:14]([CH2:13][S:12][C:9]3[CH:10]=[CH:11][C:6]([O:5][CH2:4][C:3]([OH:33])=[O:2])=[C:7]([CH3:32])[CH:8]=3)=[CH:15][CH:16]=2)=[CH:23][CH:24]=1)([CH3:31])([CH3:29])[CH3:30]. (4) Given the reactants Cl[C:2]1[N:7]=[C:6]([NH:8][C:9]2[CH:14]=[CH:13][C:12]([O:15][C:16]([F:19])([F:18])[F:17])=[CH:11][CH:10]=2)[CH:5]=[C:4]([N:20]2[CH2:25][CH2:24][O:23][CH2:22][CH2:21]2)[CH:3]=1.C(=O)([O-])[O-].[Na+].[Na+].[CH3:32][S:33]([C:36]1[CH:37]=[C:38](B(O)O)[CH:39]=[CH:40][CH:41]=1)(=[O:35])=[O:34].O, predict the reaction product. The product is: [CH3:32][S:33]([C:36]1[CH:41]=[C:40]([C:2]2[N:7]=[C:6]([NH:8][C:9]3[CH:14]=[CH:13][C:12]([O:15][C:16]([F:19])([F:18])[F:17])=[CH:11][CH:10]=3)[CH:5]=[C:4]([N:20]3[CH2:25][CH2:24][O:23][CH2:22][CH2:21]3)[CH:3]=2)[CH:39]=[CH:38][CH:37]=1)(=[O:35])=[O:34]. (5) Given the reactants [CH3:1][O:2][CH2:3][CH2:4][O:5][CH2:6][CH2:7][O:8][CH2:9][CH2:10][O:11][CH2:12][CH2:13][C:14]([O:16]C(C)(C)C)=[O:15].C1(C)C=CC(S(O)(=O)=O)=CC=1.O.[OH-].[Na+], predict the reaction product. The product is: [CH3:1][O:2][CH2:3][CH2:4][O:5][CH2:6][CH2:7][O:8][CH2:9][CH2:10][O:11][CH2:12][CH2:13][C:14]([OH:16])=[O:15]. (6) Given the reactants [C:1]([O:4][CH2:5][C:6]1[CH2:7][S:8][C@@H:9]2[CH:16]([NH2:17])[C:15](=[O:18])[N:10]2[C:11]=1[C:12]([OH:14])=[O:13])(=[O:3])[CH3:2].CC(OC[C:24]1[CH2:33]S[C@@H]2[C@H](N)C(=O)N2[C:25]=1[C:34]([OH:36])=[O:35])=O.C[C:38](OCC1CS[C@@H]2[C@H](NC(CCC[C@@H](N)C(O)=O)=O)C(=O)N2C=1C(O)=O)=[O:39], predict the reaction product. The product is: [CH3:2][C:1]([O:4][CH2:5][C:6]1[CH2:7][S:8][C@@H:9]2[C@H:16]([NH:17][C:38]([CH2:33][CH2:24][CH2:25][C:34]([OH:36])=[O:35])=[O:39])[C:15](=[O:18])[N:10]2[C:11]=1[C:12]([OH:14])=[O:13])=[O:3].